From a dataset of Reaction yield outcomes from USPTO patents with 853,638 reactions. Predict the reaction yield, written as a fraction of the theoretical maximum amount of product (1.0 means a 100% yield; for example, 0.34 means a 34% yield). (1) The product is [Br:16][C:17]1[CH:18]=[CH:19][C:20]2[O:15][C:8]([C:5]3[CH:4]=[CH:3][C:2]([F:1])=[CH:7][CH:6]=3)=[C:9]([C:10]([O:12][CH2:13][CH3:14])=[O:11])[C:21]=2[CH:22]=1. The catalyst is ClCCCl. The yield is 0.143. The reactants are [F:1][C:2]1[CH:7]=[CH:6][C:5]([C:8](=[O:15])[CH2:9][C:10]([O:12][CH2:13][CH3:14])=[O:11])=[CH:4][CH:3]=1.[Br:16][C:17]1[CH:22]=[CH:21][C:20](O)=[CH:19][CH:18]=1.C(OOC(C)(C)C)(C)(C)C. (2) The reactants are [C:1]([C:4]1[CH:5]=[C:6]([CH:17]=[CH:18][CH:19]=1)[O:7][C:8]1[CH:13]=[CH:12][C:11]([N+:14]([O-])=O)=[CH:10][CH:9]=1)([OH:3])=[O:2]. The catalyst is CO.[Pd]. The product is [C:1]([C:4]1[CH:5]=[C:6]([CH:17]=[CH:18][CH:19]=1)[O:7][C:8]1[CH:13]=[CH:12][C:11]([NH2:14])=[CH:10][CH:9]=1)([OH:3])=[O:2]. The yield is 0.480. (3) The reactants are [CH2:1]([C:5]1[N:6]=[C:7]([CH3:27])[NH:8][C:9](=[O:26])[C:10]=1[CH2:11][C:12]1[CH:17]=[CH:16][C:15]([C:18]2[C:19]([C:24]#[N:25])=[CH:20][CH:21]=[CH:22][CH:23]=2)=[CH:14][CH:13]=1)[CH2:2][CH2:3][CH3:4].C(=O)([O-])[O-].[K+].[K+].Br[CH2:35][C:36]1[CH:41]=[CH:40][C:39]([F:42])=[CH:38][C:37]=1[F:43].CN(C)C=O. The catalyst is C(OCC)(=O)C. The product is [CH2:1]([C:5]1[N:6]=[C:7]([CH3:27])[N:8]([CH2:35][C:36]2[CH:41]=[CH:40][C:39]([F:42])=[CH:38][C:37]=2[F:43])[C:9](=[O:26])[C:10]=1[CH2:11][C:12]1[CH:17]=[CH:16][C:15]([C:18]2[C:19]([C:24]#[N:25])=[CH:20][CH:21]=[CH:22][CH:23]=2)=[CH:14][CH:13]=1)[CH2:2][CH2:3][CH3:4]. The yield is 0.500. (4) The reactants are [NH2:1][C:2]1[CH:21]=[CH:20][C:5]([O:6][C:7]2[C:12]([NH:13][CH3:14])=[C:11]([C:15]#[C:16][CH2:17][O:18][CH3:19])[N:10]=[CH:9][N:8]=2)=[CH:4][C:3]=1[Cl:22].O. The catalyst is CN(C)C=O.[Cu](I)I. The product is [Cl:22][C:3]1[CH:4]=[C:5]([O:6][C:7]2[C:12]3[N:13]([CH3:14])[C:16]([CH2:17][O:18][CH3:19])=[CH:15][C:11]=3[N:10]=[CH:9][N:8]=2)[CH:20]=[CH:21][C:2]=1[NH2:1]. The yield is 0.490. (5) The reactants are [Br:1][C:2]1[N:6]([C@@H:7]2[O:24][CH2:23][C@H:18]([O:19]C(=O)C)[C@@H:13]([O:14]C(=O)C)[C@@H:8]2[O:9]C(=O)C)[C:5]2[CH:25]=[C:26]([Cl:30])[C:27]([Cl:29])=[CH:28][C:4]=2[N:3]=1.C(=O)([O-])[O-].[Na+].[Na+]. The catalyst is O. The product is [Br:1][C:2]1[N:6]([C@H:7]2[O:24][CH2:23][C@H:18]([OH:19])[C@@H:13]([OH:14])[C@@H:8]2[OH:9])[C:5]2[CH:25]=[C:26]([Cl:30])[C:27]([Cl:29])=[CH:28][C:4]=2[N:3]=1. The yield is 0.340. (6) The reactants are CC1(C)C(C)(C)OB([C:9]2[CH:14]=[CH:13][N:12]=[C:11]([NH:15][C:16](=[O:19])[CH2:17][CH3:18])[CH:10]=2)O1.Br[C:22]1[C:23]([C:31]2[CH:36]=[CH:35][C:34]([F:37])=[CH:33][CH:32]=2)=[N:24][N:25]([CH2:27][CH2:28][O:29][CH3:30])[CH:26]=1.C(=O)([O-])[O-].[Cs+].[Cs+]. The catalyst is O1CCOCC1.C1(P(C2C=CC=CC=2)[C-]2C=CC=C2)C=CC=CC=1.[C-]1(P(C2C=CC=CC=2)C2C=CC=CC=2)C=CC=C1.[Fe+2].Cl[Pd]Cl. The product is [F:37][C:34]1[CH:33]=[CH:32][C:31]([C:23]2[C:22]([C:9]3[CH:14]=[CH:13][N:12]=[C:11]([NH:15][C:16](=[O:19])[CH2:17][CH3:18])[CH:10]=3)=[CH:26][N:25]([CH2:27][CH2:28][O:29][CH3:30])[N:24]=2)=[CH:36][CH:35]=1. The yield is 0.690. (7) The reactants are [Cl:1][C:2]1[C:11]2[C:6](=[CH:7][C:8]([F:13])=[C:9]([OH:12])[CH:10]=2)[N:5]=[CH:4][C:3]=1[C:14]#[N:15].C1(P(C2C=CC=CC=2)C2C=CC=CC=2)C=CC=CC=1.N(C(OCC)=O)=NC(OCC)=O.O[CH2:48][CH2:49][N:50]1[CH2:55][CH2:54][O:53][CH2:52][CH2:51]1. No catalyst specified. The product is [Cl:1][C:2]1[C:11]2[C:6](=[CH:7][C:8]([F:13])=[C:9]([O:12][CH2:48][CH2:49][N:50]3[CH2:55][CH2:54][O:53][CH2:52][CH2:51]3)[CH:10]=2)[N:5]=[CH:4][C:3]=1[C:14]#[N:15]. The yield is 0.570. (8) The reactants are Br[C:2]1[CH:3]=[C:4]([CH:8]2[C:17]([CH3:19])([CH3:18])[CH2:16][C:15]3[C:10](=[CH:11][CH:12]=[C:13]([C:20]([OH:22])=[O:21])[CH:14]=3)[NH:9]2)[CH:5]=[CH:6][CH:7]=1.[CH3:23][NH:24][CH2:25][CH2:26][NH:27][CH3:28].Cl.CN(C)CC(O)=O.C(=O)([O-])[O-].[K+].[K+]. The catalyst is CS(C)=O.[Cu]I. The product is [CH3:18][C:17]1([CH3:19])[CH2:16][C:15]2[C:10](=[CH:11][CH:12]=[C:13]([C:20]([OH:22])=[O:21])[CH:14]=2)[NH:9][CH:8]1[C:4]1[CH:5]=[CH:6][CH:7]=[C:2]([N:24]([CH3:23])[CH2:25][CH2:26][NH:27][CH3:28])[CH:3]=1. The yield is 0.800. (9) The reactants are [OH:1][C:2]1[CH:11]=[C:10]([OH:12])[C:9]2[C:4](=[CH:5][CH:6]=[CH:7][CH:8]=2)[N:3]=1.[C:13](=O)([O-])[O-].[K+].[K+].S(OC)(OC)(=O)=O. The catalyst is CC(C)=O. The product is [OH:1][C:2]1[CH:11]=[C:10]([O:12][CH3:13])[C:9]2[C:4](=[CH:5][CH:6]=[CH:7][CH:8]=2)[N:3]=1. The yield is 0.720.